Dataset: Forward reaction prediction with 1.9M reactions from USPTO patents (1976-2016). Task: Predict the product of the given reaction. Given the reactants [CH3:1][O:2][C:3]1[CH:8]=[CH:7][N:6]=[CH:5][C:4]=1[N+:9]([O-])=O, predict the reaction product. The product is: [NH2:9][C:4]1[CH:5]=[N:6][CH:7]=[CH:8][C:3]=1[O:2][CH3:1].